From a dataset of Forward reaction prediction with 1.9M reactions from USPTO patents (1976-2016). Predict the product of the given reaction. (1) Given the reactants [F:1][C:2]([F:17])([F:16])[S:3]([C:6]1[CH:11]=[CH:10][C:9](/[CH:12]=[CH:13]/[CH:14]=[O:15])=[CH:8][CH:7]=1)(=[O:5])=[O:4].I[C:19]1[CH:24]=[CH:23][CH:22]=[CH:21][CH:20]=1.C([O-])(=O)C.[Na+].C(=O)([O-])O.[Na+], predict the reaction product. The product is: [C:19]1(/[C:12](/[C:9]2[CH:8]=[CH:7][C:6]([S:3]([C:2]([F:16])([F:1])[F:17])(=[O:4])=[O:5])=[CH:11][CH:10]=2)=[CH:13]\[CH:14]=[O:15])[CH:24]=[CH:23][CH:22]=[CH:21][CH:20]=1. (2) Given the reactants [CH3:1][N:2]([CH3:17])[C:3]([C:5]1[CH:10]=[CH:9][CH:8]=[CH:7][C:6]=1[N:11]1[CH2:16][CH2:15][NH:14][CH2:13][CH2:12]1)=[O:4].[NH:18]([C:31]([O:33][C:34]([CH3:37])([CH3:36])[CH3:35])=[O:32])[C@@H:19]([C:28](O)=[O:29])[CH2:20][C:21]1[CH:26]=[CH:25][C:24]([Cl:27])=[CH:23][CH:22]=1.C1C=NC2N(O)N=NC=2C=1.C(Cl)CCl, predict the reaction product. The product is: [C:34]([O:33][C:31]([NH:18][C@H:19]([CH2:20][C:21]1[CH:26]=[CH:25][C:24]([Cl:27])=[CH:23][CH:22]=1)[C:28]([N:14]1[CH2:15][CH2:16][N:11]([C:6]2[CH:7]=[CH:8][CH:9]=[CH:10][C:5]=2[C:3]([N:2]([CH3:17])[CH3:1])=[O:4])[CH2:12][CH2:13]1)=[O:29])=[O:32])([CH3:37])([CH3:35])[CH3:36]. (3) Given the reactants Cl.[C:2]([C:6]1[CH:10]=[CH:9][N:8]([CH2:11]Cl)[N:7]=1)([CH3:5])([CH3:4])[CH3:3].[CH2:13]([CH:16]([C:19]#[N:20])[C:17]#[N:18])[CH:14]=[CH2:15].C(=O)([O-])[O-].[K+].[K+].O, predict the reaction product. The product is: [CH2:13]([C:16]([CH2:11][N:8]1[CH:9]=[CH:10][C:6]([C:2]([CH3:5])([CH3:4])[CH3:3])=[N:7]1)([C:19]#[N:20])[C:17]#[N:18])[CH:14]=[CH2:15]. (4) Given the reactants [OH:1][C:2]([C:4]([F:7])([F:6])[F:5])=[O:3].[F:8][CH:9]([F:37])[CH2:10][NH:11][C:12]1[N:13]=[C:14]2[CH2:36][CH2:35][NH:34][CH2:33][C:15]2=[N:16][C:17]=1[N:18]1[CH2:23][CH2:22][CH:21]([O:24][C:25]2[CH:30]=[CH:29][C:28]([F:31])=[CH:27][C:26]=2[F:32])[CH2:20][CH2:19]1.CCN(C(C)C)C(C)C.CN(C(ON1N=NC2C=CC=NC1=2)=[N+](C)C)C.F[P-](F)(F)(F)(F)F.[CH3:71][O:72][C@H:73]([CH3:77])[C:74](O)=[O:75], predict the reaction product. The product is: [F:37][CH:9]([F:8])[CH2:10][NH:11][C:12]1[N:13]=[C:14]2[CH2:36][CH2:35][N:34]([C:74](=[O:75])[C@H:73]([O:72][CH3:71])[CH3:77])[CH2:33][C:15]2=[N:16][C:17]=1[N:18]1[CH2:19][CH2:20][CH:21]([O:24][C:25]2[CH:30]=[CH:29][C:28]([F:31])=[CH:27][C:26]=2[F:32])[CH2:22][CH2:23]1.[C:2]([OH:3])([C:4]([F:7])([F:6])[F:5])=[O:1]. (5) Given the reactants [Cl:1][C:2]1[CH:3]=[C:4]([CH2:17][N:18]2[C:22]([CH3:23])=[CH:21][C:20]([NH2:24])=[N:19]2)[C:5]2[O:9][C:8]([C:10]3[CH:15]=[CH:14][CH:13]=[CH:12][CH:11]=3)=[CH:7][C:6]=2[CH:16]=1.[C:25](Cl)(=[O:29])[CH:26]([CH3:28])[CH3:27].CCN(CC)CC, predict the reaction product. The product is: [Cl:1][C:2]1[CH:3]=[C:4]([CH2:17][N:18]2[C:22]([CH3:23])=[CH:21][C:20]([NH:24][C:25](=[O:29])[CH:26]([CH3:28])[CH3:27])=[N:19]2)[C:5]2[O:9][C:8]([C:10]3[CH:11]=[CH:12][CH:13]=[CH:14][CH:15]=3)=[CH:7][C:6]=2[CH:16]=1. (6) The product is: [BrH:14].[NH:7]1[CH2:8][CH2:9][CH2:10][CH2:11][C:5]2[CH:4]=[C:3]([OH:2])[CH:13]=[CH:12][C:6]1=2. Given the reactants C[O:2][C:3]1[CH:13]=[CH:12][C:6]2[NH:7][CH2:8][CH2:9][CH2:10][CH2:11][C:5]=2[CH:4]=1.[BrH:14], predict the reaction product. (7) The product is: [CH:23]1([CH2:22][CH2:21][NH:20][C:19]([C:16]2[N:15]=[N:14][C:13]([NH:12][CH:10]3[CH2:9][N:8]([C:6](=[O:7])[C:56]4[CH:60]=[CH:61][CH:62]=[CH:63][C:55]=4[C:54]([F:65])([F:64])[F:53])[CH2:11]3)=[CH:18][CH:17]=2)=[O:26])[CH2:24][CH2:25]1. Given the reactants C(O[C:6]([N:8]1[CH2:11][CH:10]([NH:12][C:13]2[N:14]=[N:15][C:16]([C:19](=[O:26])[NH:20][CH2:21][CH2:22][CH:23]3[CH2:25][CH2:24]3)=[CH:17][CH:18]=2)[CH2:9]1)=[O:7])(C)(C)C.FC(F)(F)C(O)=O.C1(CCNC(C2N=NC(NC3CNC3)=CC=2)=O)CC1.[F:53][C:54]([F:65])([F:64])[C:55]1[CH:63]=[CH:62][CH:61]=[CH:60][C:56]=1C(Cl)=O, predict the reaction product. (8) Given the reactants [CH:1]1([CH2:7][N:8]2[C:12](=[O:13])[CH2:11][C:10]([CH3:14])=[N:9]2)[CH2:6][CH2:5][CH2:4][CH2:3][CH2:2]1.C(=O)([O-])[O-].[Cs+].[Cs+].Br[CH2:22][C:23]1[N:27]([C:28]2[CH:33]=[CH:32][CH:31]=[CH:30][CH:29]=2)[N:26]=[C:25]([CH3:34])[CH:24]=1, predict the reaction product. The product is: [CH:1]1([CH2:7][N:8]2[C:12]([O:13][CH2:22][C:23]3[N:27]([C:28]4[CH:29]=[CH:30][CH:31]=[CH:32][CH:33]=4)[N:26]=[C:25]([CH3:34])[CH:24]=3)=[CH:11][C:10]([CH3:14])=[N:9]2)[CH2:2][CH2:3][CH2:4][CH2:5][CH2:6]1. (9) Given the reactants [NH2:1][C@@H:2]1[CH2:11][C:10]2[C:5](=[CH:6][CH:7]=[CH:8][CH:9]=2)[N:4]([CH2:12][CH2:13][O:14][Si:15]([C:18]([CH3:21])([CH3:20])[CH3:19])([CH3:17])[CH3:16])[C:3]1=[O:22].[Cl:23][C:24]1[CH:25]=[C:26]2[CH:32]=[C:31]([C:33](O)=[O:34])[NH:30][C:27]2=[CH:28][N:29]=1.CCN(C(C)C)C(C)C.C1C=CC2N(O)N=NC=2C=1.CCN=C=NCCCN(C)C, predict the reaction product. The product is: [Si:15]([O:14][CH2:13][CH2:12][N:4]1[C:5]2[C:10](=[CH:9][CH:8]=[CH:7][CH:6]=2)[CH2:11][C@@H:2]([NH:1][C:33]([C:31]2[NH:30][C:27]3=[CH:28][N:29]=[C:24]([Cl:23])[CH:25]=[C:26]3[CH:32]=2)=[O:34])[C:3]1=[O:22])([C:18]([CH3:19])([CH3:21])[CH3:20])([CH3:17])[CH3:16].